This data is from Peptide-MHC class I binding affinity with 185,985 pairs from IEDB/IMGT. The task is: Regression. Given a peptide amino acid sequence and an MHC pseudo amino acid sequence, predict their binding affinity value. This is MHC class I binding data. (1) The binding affinity (normalized) is 0.549. The MHC is HLA-A02:03 with pseudo-sequence HLA-A02:03. The peptide sequence is SIQLDEKSSI. (2) The peptide sequence is SEAFLIGANY. The MHC is HLA-B44:03 with pseudo-sequence HLA-B44:03. The binding affinity (normalized) is 0.878. (3) The peptide sequence is HMNKLPLAK. The MHC is HLA-B27:03 with pseudo-sequence HLA-B27:03. The binding affinity (normalized) is 0.0847. (4) The peptide sequence is GVRLHPLAR. The MHC is HLA-A11:01 with pseudo-sequence HLA-A11:01. The binding affinity (normalized) is 0.135. (5) The peptide sequence is LVFKFGLPR. The MHC is Mamu-B8301 with pseudo-sequence Mamu-B8301. The binding affinity (normalized) is 0.669. (6) The peptide sequence is WAKNIHTAI. The MHC is HLA-B08:01 with pseudo-sequence HLA-B08:01. The binding affinity (normalized) is 0.709.